Dataset: Catalyst prediction with 721,799 reactions and 888 catalyst types from USPTO. Task: Predict which catalyst facilitates the given reaction. (1) Reactant: [ClH:1].O1CCOCC1.[Cl:8][C:9]1[CH:14]=[CH:13][C:12]([C@H:15]([C:25]([N:27]2[CH2:32][CH2:31][N:30]([C:33]3[C:34]4[C@H:41]([CH3:42])[CH2:40][C@H:39]([OH:43])[C:35]=4[N:36]=[CH:37][N:38]=3)[CH2:29][CH2:28]2)=[O:26])[CH2:16][NH:17]C(=O)OC(C)(C)C)=[CH:11][C:10]=1[F:44]. Product: [ClH:8].[ClH:1].[NH2:17][CH2:16][C@H:15]([C:12]1[CH:13]=[CH:14][C:9]([Cl:8])=[C:10]([F:44])[CH:11]=1)[C:25]([N:27]1[CH2:32][CH2:31][N:30]([C:33]2[C:34]3[C@H:41]([CH3:42])[CH2:40][C@H:39]([OH:43])[C:35]=3[N:36]=[CH:37][N:38]=2)[CH2:29][CH2:28]1)=[O:26]. The catalyst class is: 258. (2) Reactant: [N:1]1([C:7]([O:9][C:10]([CH3:13])([CH3:12])[CH3:11])=[O:8])[CH2:6][CH2:5][NH:4][CH2:3][CH2:2]1.N1C=CC=CC=1.[N+:20]([C:23]1[CH:28]=[CH:27][C:26]([S:29](Cl)(=[O:31])=[O:30])=[CH:25][CH:24]=1)([O-:22])=[O:21]. Product: [N+:20]([C:23]1[CH:24]=[CH:25][C:26]([S:29]([N:4]2[CH2:5][CH2:6][N:1]([C:7]([O:9][C:10]([CH3:13])([CH3:12])[CH3:11])=[O:8])[CH2:2][CH2:3]2)(=[O:31])=[O:30])=[CH:27][CH:28]=1)([O-:22])=[O:21]. The catalyst class is: 2. (3) Reactant: [Cl:1][C:2]1[CH:24]=[C:23]([Cl:25])[CH:22]=[CH:21][C:3]=1[CH2:4][NH:5][N:6]1[C:10]2[CH:11]=[C:12]([C:15]([O:17][CH2:18][CH3:19])=[O:16])[CH:13]=[CH:14][C:9]=2[N:8]=[C:7]1[OH:20].[CH3:26]I. Product: [Cl:1][C:2]1[CH:24]=[C:23]([Cl:25])[CH:22]=[CH:21][C:3]=1[CH2:4][NH:5][N:6]1[C:10]2[CH:11]=[C:12]([C:15]([O:17][CH2:18][CH3:19])=[O:16])[CH:13]=[CH:14][C:9]=2[N:8]([CH3:26])[C:7]1=[O:20]. The catalyst class is: 3. (4) Reactant: [OH-].[K+].[CH:3]([N:16]1[CH2:19]C(C#N)[CH2:17]1)([C:10]1[CH:15]=[CH:14][CH:13]=[CH:12][CH:11]=1)[C:4]1[CH:9]=[CH:8][CH:7]=[CH:6][CH:5]=1.Cl.[Cl-].[Na+].C[O:26][CH:27]([OH:29])[CH3:28]. Product: [CH:3]([N:16]1[CH2:19][CH:28]([C:27]([OH:29])=[O:26])[CH2:17]1)([C:10]1[CH:11]=[CH:12][CH:13]=[CH:14][CH:15]=1)[C:4]1[CH:9]=[CH:8][CH:7]=[CH:6][CH:5]=1. The catalyst class is: 6. (5) Reactant: CS(C)=O.C(Cl)(=O)C(Cl)=O.[C:11]([O:15][C:16]([N:18]1[CH2:23][CH2:22][CH2:21][CH:20]([CH2:24][OH:25])[CH2:19]1)=[O:17])([CH3:14])([CH3:13])[CH3:12].CCN(CC)CC. Product: [C:11]([O:15][C:16]([N:18]1[CH2:23][CH2:22][CH2:21][CH:20]([CH:24]=[O:25])[CH2:19]1)=[O:17])([CH3:14])([CH3:13])[CH3:12]. The catalyst class is: 34.